From a dataset of Full USPTO retrosynthesis dataset with 1.9M reactions from patents (1976-2016). Predict the reactants needed to synthesize the given product. (1) Given the product [C:1]([C:5]1[CH:10]=[CH:9][C:8]([NH:11][C:12]([C:14]2[C:15]([S:20][CH:21]([NH:28][C:29](=[O:32])[CH2:30][Cl:35])[C:22]3[CH:27]=[CH:26][N:25]=[CH:24][CH:23]=3)=[N:16][CH:17]=[CH:18][CH:19]=2)=[O:13])=[CH:7][CH:6]=1)([CH3:4])([CH3:3])[CH3:2], predict the reactants needed to synthesize it. The reactants are: [C:1]([C:5]1[CH:10]=[CH:9][C:8]([NH:11][C:12]([C:14]2[C:15]([S:20][CH:21]([NH:28][C:29](=[O:32])[CH2:30]O)[C:22]3[CH:27]=[CH:26][N:25]=[CH:24][CH:23]=3)=[N:16][CH:17]=[CH:18][CH:19]=2)=[O:13])=[CH:7][CH:6]=1)([CH3:4])([CH3:3])[CH3:2].S(Cl)([Cl:35])=O. (2) Given the product [CH3:27][O:26][C:23]1[CH:24]=[CH:25][C:20]([C:3]2[CH:8]=[CH:7][CH:6]=[CH:5][C:4]=2[N+:9]([O-:11])=[O:10])=[CH:21][CH:22]=1, predict the reactants needed to synthesize it. The reactants are: [Al].Br[C:3]1[CH:8]=[CH:7][CH:6]=[CH:5][C:4]=1[N+:9]([O-:11])=[O:10].CC1(C)C(C)(C)OB([C:20]2[CH:25]=[CH:24][C:23]([O:26][CH3:27])=[CH:22][CH:21]=2)O1.C(=O)([O-])[O-].[K+].[K+]. (3) Given the product [C:7]([C:6]1[CH:5]=[CH:4][S:3][C:2]=1[NH:1][C:19](=[O:20])[C:18]([Br:17])([CH3:23])[CH3:22])(=[O:14])[C:8]1[CH:13]=[CH:12][CH:11]=[CH:10][CH:9]=1, predict the reactants needed to synthesize it. The reactants are: [NH2:1][C:2]1[S:3][CH:4]=[CH:5][C:6]=1[C:7](=[O:14])[C:8]1[CH:13]=[CH:12][CH:11]=[CH:10][CH:9]=1.[H][H].[Br:17][C:18]([CH3:23])([CH3:22])[C:19](Br)=[O:20]. (4) Given the product [CH3:12][C:7]1[C:6]2[C:10](=[CH:11][C:3]([OH:2])=[CH:4][CH:5]=2)[NH:9][N:8]=1, predict the reactants needed to synthesize it. The reactants are: C[O:2][C:3]1[CH:11]=[C:10]2[C:6]([C:7]([CH3:12])=[N:8][NH:9]2)=[CH:5][CH:4]=1.B(Br)(Br)Br. (5) Given the product [C:6]1([CH2:12][O:13][CH2:14][C@@H:15]([OH:17])[C@H:16]([CH2:3][CH:2]=[CH2:1])[CH2:18][OH:19])[CH:11]=[CH:10][CH:9]=[CH:8][CH:7]=1, predict the reactants needed to synthesize it. The reactants are: [CH2:1]([Mg]Br)[CH:2]=[CH2:3].[C:6]1([CH2:12][O:13][CH2:14][C@H:15]2[O:17][C@H:16]2[CH2:18][OH:19])[CH:11]=[CH:10][CH:9]=[CH:8][CH:7]=1. (6) The reactants are: [Cl:1][C:2]1[N:7]=[C:6]([NH:8][NH:9][C:10](=[O:30])[C@H:11]([CH2:24][CH:25]2[CH2:29][CH2:28][CH2:27][CH2:26]2)[CH2:12][N:13]([O:16]CC2C=CC=CC=2)[CH:14]=[O:15])[C:5]([F:31])=[C:4]([NH:32][CH:33]2[CH2:36][CH2:35][CH2:34]2)[N:3]=1. Given the product [Cl:1][C:2]1[N:7]=[C:6]([NH:8][NH:9][C:10](=[O:30])[C@H:11]([CH2:24][CH:25]2[CH2:29][CH2:28][CH2:27][CH2:26]2)[CH2:12][N:13]([OH:16])[CH:14]=[O:15])[C:5]([F:31])=[C:4]([NH:32][CH:33]2[CH2:36][CH2:35][CH2:34]2)[N:3]=1, predict the reactants needed to synthesize it. (7) Given the product [F:65][C:63]1[CH:64]=[C:59]([CH2:58][CH:49]([NH:48][C:20]([C:19]2[C:13]3[N:12]=[C:11]([C:3]4[N:2]=[CH:1][C:10]5[C:5]([CH:4]=4)=[CH:6][CH:7]=[CH:8][CH:9]=5)[NH:15][C:14]=3[CH:16]=[CH:17][CH:18]=2)=[O:21])[C:50](=[O:51])[NH:52][C:53]2[NH:54][CH:55]=[CH:56][N:57]=2)[CH:60]=[C:61]([F:66])[CH:62]=1, predict the reactants needed to synthesize it. The reactants are: [CH:1]1[C:10]2[C:5](=[CH:6][CH:7]=[CH:8][CH:9]=2)[CH:4]=[C:3]([C:11]2[NH:15][C:14]3[CH:16]=[CH:17][CH:18]=[C:19]([C:20](O)=[O:21])[C:13]=3[N:12]=2)[N:2]=1.CN(C(ON1N=NC2C=CC=CC1=2)=[N+](C)C)C.F[P-](F)(F)(F)(F)F.Cl.[NH2:48][CH:49]([CH2:58][C:59]1[CH:64]=[C:63]([F:65])[CH:62]=[C:61]([F:66])[CH:60]=1)[C:50]([NH:52][C:53]1[NH:54][CH:55]=[CH:56][N:57]=1)=[O:51]. (8) Given the product [F:46][C:47]1[CH:52]=[C:51]([C:31]2[CH:36]=[CH:35][N:34]=[C:33]3[NH:37][C:38]([C:40]4[CH:41]=[N:42][N:43]([CH3:45])[CH:44]=4)=[N:39][C:32]=23)[CH:50]=[CH:49][C:48]=1[C:62]([NH:65][C:66](=[O:67])[C:68]([NH2:69])=[O:72])([CH3:64])[CH3:63], predict the reactants needed to synthesize it. The reactants are: CC1C=C(C2C=CN=C3NC(C4C=NN(C)C=4)=NC=23)C=CC=1CNC(=O)C(N)=O.Br[C:31]1[CH:36]=[CH:35][N:34]=[C:33]2[NH:37][C:38]([C:40]3[CH:41]=[N:42][N:43]([CH3:45])[CH:44]=3)=[N:39][C:32]=12.[F:46][C:47]1[CH:52]=[C:51](B2OC(C)(C)C(C)(C)O2)[CH:50]=[CH:49][C:48]=1[C:62]([NH:65][C:66]([C:68]1[O:72]N=C(C(C)(C)C)[N:69]=1)=[O:67])([CH3:64])[CH3:63].P([O-])([O-])([O-])=O.[K+].[K+].[K+].C([O-])(=O)C.[Na+].C(#N)C. (9) Given the product [CH2:8]([C:4]1[CH:3]=[C:2]([CH:7]=[CH:6][CH:5]=1)[CH:18]=[O:19])[CH3:9], predict the reactants needed to synthesize it. The reactants are: Br[C:2]1[CH:7]=[CH:6][CH:5]=[C:4]([CH2:8][CH3:9])[CH:3]=1.C([Li])CCC.CN([CH:18]=[O:19])C.